From a dataset of Forward reaction prediction with 1.9M reactions from USPTO patents (1976-2016). Predict the product of the given reaction. Given the reactants P(Cl)(Cl)([Cl:3])=O.[C:6]([C:9]1[CH:14]=[CH:13][CH:12]=[CH:11][CH:10]=1)(=O)[CH3:7].C[N:16]([CH3:19])C=O, predict the reaction product. The product is: [Cl:3][C:6]([C:9]1[CH:14]=[CH:13][CH:12]=[CH:11][CH:10]=1)=[CH:7][C:19]#[N:16].